Dataset: Catalyst prediction with 721,799 reactions and 888 catalyst types from USPTO. Task: Predict which catalyst facilitates the given reaction. (1) Reactant: [CH2:1]([C:3]1[CH:8]=[CH:7][C:6]([NH:9][C:10]2[C:11]([C:18]([OH:20])=O)=[CH:12][N:13]([CH3:17])[C:14](=[O:16])[CH:15]=2)=[C:5]([F:21])[CH:4]=1)[CH3:2].FC(F)(F)C(OC1C(F)=C(F)C(F)=C(F)C=1F)=O.N1C=CC=CC=1.[NH2:46][CH2:47][CH2:48][OH:49]. Product: [OH:49][CH2:48][CH2:47][NH:46][C:18]([C:11]1[C:10]([NH:9][C:6]2[CH:7]=[CH:8][C:3]([CH2:1][CH3:2])=[CH:4][C:5]=2[F:21])=[CH:15][C:14](=[O:16])[N:13]([CH3:17])[CH:12]=1)=[O:20]. The catalyst class is: 3. (2) Reactant: [CH3:1][O:2][C:3]([C:5]1[NH:6][CH:7]=[CH:8][CH:9]=1)=[O:4].ClS([N:14]=[C:15]=O)(=O)=O.CN(C)C=O. Product: [CH3:1][O:2][C:3]([C:5]1[NH:6][CH:7]=[C:8]([C:15]#[N:14])[CH:9]=1)=[O:4]. The catalyst class is: 10. (3) Reactant: [CH2:1]([O:3][C:4]([C:6]1[C:10]([C:11]2[CH:16]=[CH:15][C:14]([CH3:17])=[CH:13][CH:12]=2)=[CH:9][S:8][C:7]=1[NH2:18])=[O:5])[CH3:2].[C:19]1(=O)[O:24][C:22](=[O:23])[C:21]2=[CH:25][CH:26]=[CH:27][CH:28]=[C:20]12. Product: [CH2:1]([O:3][C:4]([C:6]1[C:10]([C:11]2[CH:16]=[CH:15][C:14]([CH3:17])=[CH:13][CH:12]=2)=[CH:9][S:8][C:7]=1[N:18]1[C:22](=[O:23])[C:21]2[C:20](=[CH:28][CH:27]=[CH:26][CH:25]=2)[C:19]1=[O:24])=[O:5])[CH3:2]. The catalyst class is: 15. (4) Reactant: C([O:3][C:4]([C@H:6]1[CH2:11][CH2:10][C@H:9]([C:12]2[S:13][C:14]([Cl:18])=[C:15]([CH3:17])[N:16]=2)[CH2:8][CH2:7]1)=[O:5])C.[OH-].[Na+]. Product: [Cl:18][C:14]1[S:13][C:12]([C@H:9]2[CH2:8][CH2:7][C@H:6]([C:4]([OH:5])=[O:3])[CH2:11][CH2:10]2)=[N:16][C:15]=1[CH3:17]. The catalyst class is: 12. (5) Reactant: Cl[C:2]1[N:7]=[N:6][C:5]([C:8]([NH2:10])=[O:9])=[C:4]([NH:11][C:12]2[CH:17]=[CH:16][CH:15]=[C:14]([CH3:18])[N:13]=2)[CH:3]=1.C(N(CC)C(C)C)(C)C.[NH2:28][C@@H:29]1[CH2:34][CH2:33][CH2:32][CH2:31][C@@H:30]1[NH:35][C:36](=[O:42])[O:37][C:38]([CH3:41])([CH3:40])[CH3:39]. Product: [C:38]([O:37][C:36](=[O:42])[NH:35][C@H:30]1[CH2:31][CH2:32][CH2:33][CH2:34][C@H:29]1[NH:28][C:2]1[N:7]=[N:6][C:5]([C:8](=[O:9])[NH2:10])=[C:4]([NH:11][C:12]2[CH:17]=[CH:16][CH:15]=[C:14]([CH3:18])[N:13]=2)[CH:3]=1)([CH3:41])([CH3:39])[CH3:40]. The catalyst class is: 60. (6) Product: [NH2:8][C:6]1[N:7]=[C:2]([C:14]2[CH:34]=[CH:33][C:17]([O:18][CH2:19][CH:20]3[CH2:25][CH2:24][N:23]([C:26]([O:28][C:29]([CH3:32])([CH3:31])[CH3:30])=[O:27])[CH2:22][CH2:21]3)=[C:16]([CH2:35][O:36][CH3:37])[CH:15]=2)[CH:3]=[C:4]([NH:9][CH3:10])[N:5]=1. Reactant: Cl[C:2]1[N:7]=[C:6]([NH2:8])[N:5]=[C:4]([NH:9][CH3:10])[CH:3]=1.COB(OC)[C:14]1[CH:34]=[CH:33][C:17]([O:18][CH2:19][CH:20]2[CH2:25][CH2:24][N:23]([C:26]([O:28][C:29]([CH3:32])([CH3:31])[CH3:30])=[O:27])[CH2:22][CH2:21]2)=[C:16]([CH2:35][O:36][CH3:37])[CH:15]=1.C(=O)([O-])[O-].[K+].[K+]. The catalyst class is: 38. (7) Reactant: C[O:2][C:3]([C:5]1[CH:10]=[CH:9][C:8](=[O:11])[N:7]([CH2:12][C:13]2[CH:18]=[CH:17][CH:16]=[CH:15][CH:14]=2)[C:6]=1[CH2:19][N:20]([CH2:31][C:32]([O:34][CH3:35])=[O:33])S(C1C=CC(C)=CC=1)(=O)=O)=O.C[O-].[Na+].[NH4+].[Cl-].Cl. Product: [CH3:35][O:34][C:32]([C:31]1[C:3]([OH:2])=[C:5]2[C:6](=[CH:19][N:20]=1)[N:7]([CH2:12][C:13]1[CH:18]=[CH:17][CH:16]=[CH:15][CH:14]=1)[C:8](=[O:11])[CH:9]=[CH:10]2)=[O:33]. The catalyst class is: 5. (8) Reactant: N1[C:10]2[C:5](=[CH:6][CH:7]=[CH:8][CH:9]=2)[C:4](N)=NC=1.N1[CH:13]=[CH:14]N2C=C(B(O)O)C=CC=12.[N:24]1[CH:25]=[CH:26][N:27]2[CH:32]=[C:31]([C:33]3[N:42]=[C:41]([NH:43][CH2:44][CH:45](C4C=CC=CC=4)[C:46]4N[CH:48]=[CH:49][CH:50]=4)[C:40]4[C:35](=[CH:36][CH:37]=[CH:38][CH:39]=4)[N:34]=3)[CH:30]=[CH:29][C:28]=12. Product: [C:46]1([CH:45]([CH2:4][C:5]2[CH:10]=[CH:9][CH:8]=[CH:7][CH:6]=2)[CH2:44][NH:43][C:41]2[C:40]3[C:35](=[CH:36][CH:37]=[CH:38][CH:39]=3)[N:34]=[C:33]([C:31]3[CH:30]=[CH:29][C:28]4[N:27]([CH:26]=[CH:25][N:24]=4)[CH:32]=3)[N:42]=2)[CH:50]=[CH:49][CH:48]=[CH:14][CH:13]=1. The catalyst class is: 91.